The task is: Regression. Given two drug SMILES strings and cell line genomic features, predict the synergy score measuring deviation from expected non-interaction effect.. This data is from NCI-60 drug combinations with 297,098 pairs across 59 cell lines. Drug 1: C1CCN(CC1)CCOC2=CC=C(C=C2)C(=O)C3=C(SC4=C3C=CC(=C4)O)C5=CC=C(C=C5)O. Drug 2: CC(CN1CC(=O)NC(=O)C1)N2CC(=O)NC(=O)C2. Cell line: SNB-19. Synergy scores: CSS=6.52, Synergy_ZIP=-4.94, Synergy_Bliss=-6.02, Synergy_Loewe=-5.42, Synergy_HSA=-6.42.